Dataset: NCI-60 drug combinations with 297,098 pairs across 59 cell lines. Task: Regression. Given two drug SMILES strings and cell line genomic features, predict the synergy score measuring deviation from expected non-interaction effect. (1) Drug 1: CN1CCC(CC1)COC2=C(C=C3C(=C2)N=CN=C3NC4=C(C=C(C=C4)Br)F)OC. Drug 2: C1CC(C1)(C(=O)O)C(=O)O.[NH2-].[NH2-].[Pt+2]. Cell line: T-47D. Synergy scores: CSS=10.8, Synergy_ZIP=-2.55, Synergy_Bliss=5.48, Synergy_Loewe=4.12, Synergy_HSA=6.36. (2) Drug 1: C(=O)(N)NO. Drug 2: CC1C(C(CC(O1)OC2CC(CC3=C2C(=C4C(=C3O)C(=O)C5=C(C4=O)C(=CC=C5)OC)O)(C(=O)CO)O)N)O.Cl. Cell line: SF-268. Synergy scores: CSS=31.5, Synergy_ZIP=-3.37, Synergy_Bliss=1.61, Synergy_Loewe=-21.0, Synergy_HSA=0.868. (3) Drug 1: C1=CC=C(C=C1)NC(=O)CCCCCCC(=O)NO. Drug 2: C1CNP(=O)(OC1)N(CCCl)CCCl. Cell line: TK-10. Synergy scores: CSS=27.7, Synergy_ZIP=-4.86, Synergy_Bliss=-0.560, Synergy_Loewe=-27.5, Synergy_HSA=-0.655.